This data is from Catalyst prediction with 721,799 reactions and 888 catalyst types from USPTO. The task is: Predict which catalyst facilitates the given reaction. (1) Reactant: C(O)(=O)C.C(O[C:8]1(O[Si](C)(C)C)[CH2:10][CH2:9]1)C.[N:16]1([C:22]2[CH:27]=[C:26]([CH2:28][N:29]3[CH:34]=[C:33]([C:35]4[O:39][N:38]=[C:37]([C:40]5[CH:45]=[CH:44][C:43]([O:46][C:47]([F:50])([F:49])[F:48])=[CH:42][CH:41]=5)[N:36]=4)[CH:32]=[CH:31][C:30]3=[O:51])[CH:25]=[CH:24][N:23]=2)[CH2:21][CH2:20][NH:19][CH2:18][CH2:17]1.C([BH3-])#N.[Na+]. Product: [CH:8]1([N:19]2[CH2:18][CH2:17][N:16]([C:22]3[CH:27]=[C:26]([CH2:28][N:29]4[CH:34]=[C:33]([C:35]5[O:39][N:38]=[C:37]([C:40]6[CH:45]=[CH:44][C:43]([O:46][C:47]([F:50])([F:48])[F:49])=[CH:42][CH:41]=6)[N:36]=5)[CH:32]=[CH:31][C:30]4=[O:51])[CH:25]=[CH:24][N:23]=3)[CH2:21][CH2:20]2)[CH2:10][CH2:9]1. The catalyst class is: 5. (2) Reactant: [OH:1][C:2]1[N:3]=[C:4]2[CH:26]=[C:25]([CH2:27][CH2:28][C:29]3[S:30][CH:31]=[C:32]([CH:34]([CH3:36])[CH3:35])[N:33]=3)[CH:24]=[CH:23][N:5]2[C:6](=[O:22])[C:7]=1[C:8]1[N:9]=[N:10][N:11]([CH2:13][C:14]2[CH:19]=[CH:18][C:17]([O:20][CH3:21])=[CH:16][CH:15]=2)[N:12]=1.[CH2:37](N(CC)CC)C.S(OC)(OC)(=O)=O.O. Product: [CH:34]([C:32]1[N:33]=[C:29]([CH2:28][CH2:27][C:25]2[CH:24]=[CH:23][N:5]3[C:6](=[O:22])[C:7]([C:8]4[N:9]=[N:10][N:11]([CH2:13][C:14]5[CH:15]=[CH:16][C:17]([O:20][CH3:21])=[CH:18][CH:19]=5)[N:12]=4)=[C:2]([O:1][CH3:37])[N:3]=[C:4]3[CH:26]=2)[S:30][CH:31]=1)([CH3:36])[CH3:35]. The catalyst class is: 9. (3) Reactant: [Br:1][C:2]1[CH:3]=[C:4]([OH:8])[CH:5]=[N:6][CH:7]=1.[H-].[Na+].[CH3:11][S:12][CH2:13]Cl. Product: [Br:1][C:2]1[CH:7]=[N:6][CH:5]=[C:4]([O:8][CH2:11][S:12][CH3:13])[CH:3]=1. The catalyst class is: 173. (4) Reactant: CN(C)C=O.Cl[CH2:7][CH2:8][O:9][C:10]1[CH:19]=[C:18]2[C:13]([C:14]([O:20][C:21]3[C:22]([CH3:31])=[N:23][C:24]4[C:29]([CH:30]=3)=[CH:28][CH:27]=[CH:26][CH:25]=4)=[CH:15][CH:16]=[N:17]2)=[CH:12][C:11]=1[O:32][CH3:33].C(=O)([O-])[O-].[K+].[K+].[NH:40]1[CH2:45][CH2:44][CH2:43][CH:42]([CH2:46][OH:47])[CH2:41]1. Product: [CH3:33][O:32][C:11]1[CH:12]=[C:13]2[C:18](=[CH:19][C:10]=1[O:9][CH2:8][CH2:7][N:40]1[CH2:45][CH2:44][CH2:43][CH:42]([CH2:46][OH:47])[CH2:41]1)[N:17]=[CH:16][CH:15]=[C:14]2[O:20][C:21]1[C:22]([CH3:31])=[N:23][C:24]2[C:29]([CH:30]=1)=[CH:28][CH:27]=[CH:26][CH:25]=2. The catalyst class is: 6. (5) Reactant: [N:1]1[CH:6]=[CH:5][CH:4]=[C:3]([C:7]2([C:10]([OH:12])=O)[CH2:9][CH2:8]2)[CH:2]=1.Cl.Cl.[NH2:15][C:16]1[CH:17]=[CH:18][C:19]([N:23]2[CH2:28][CH2:27][CH2:26][C@@H:25]([C:29]([N:31]3[CH2:35][CH2:34][CH2:33][CH2:32]3)=[O:30])[CH2:24]2)=[N:20][C:21]=1[NH2:22].CN1CCOCC1.F[P-](F)(F)(F)(F)F.N1(O[P+](N(C)C)(N(C)C)N(C)C)C2C=CC=CC=2N=N1. Product: [NH2:22][C:21]1[C:16]([NH:15][C:10]([C:7]2([C:3]3[CH:2]=[N:1][CH:6]=[CH:5][CH:4]=3)[CH2:8][CH2:9]2)=[O:12])=[CH:17][CH:18]=[C:19]([N:23]2[CH2:28][CH2:27][CH2:26][C@@H:25]([C:29]([N:31]3[CH2:35][CH2:34][CH2:33][CH2:32]3)=[O:30])[CH2:24]2)[N:20]=1. The catalyst class is: 9. (6) Reactant: [Br:1][C:2]1[CH:3]=[CH:4][C:5]([Cl:15])=[C:6]([C:8](=[O:14])[CH2:9]N(OC)C)[CH:7]=1.Br[Mg]C1[CH:23]=[CH:22][C:21]([O:24][C:25]([F:28])([F:27])[F:26])=[CH:20][CH:19]=1. Product: [Br:1][C:2]1[CH:3]=[CH:4][C:5]([Cl:15])=[C:6]([C:8]([C:9]2[CH:23]=[CH:22][C:21]([O:24][C:25]([F:28])([F:27])[F:26])=[CH:20][CH:19]=2)=[O:14])[CH:7]=1. The catalyst class is: 7. (7) Reactant: C[O:2][C:3](=[O:38])[CH2:4][CH2:5][C:6]1[CH:11]=[CH:10][C:9]([F:12])=[CH:8][C:7]=1[CH2:13][CH:14]1[CH:19]([C:20]2[O:21][CH:22]=[C:23]([C:25](=[O:36])[NH:26][CH2:27][CH2:28][CH2:29][CH2:30][CH2:31][CH2:32][CH2:33][CH2:34][CH3:35])[N:24]=2)[CH:18]2[O:37][CH:15]1[CH2:16][CH2:17]2.[OH-].[Li+]. The catalyst class is: 30. Product: [F:12][C:9]1[CH:10]=[CH:11][C:6]([CH2:5][CH2:4][C:3]([OH:38])=[O:2])=[C:7]([CH2:13][CH:14]2[CH:19]([C:20]3[O:21][CH:22]=[C:23]([C:25](=[O:36])[NH:26][CH2:27][CH2:28][CH2:29][CH2:30][CH2:31][CH2:32][CH2:33][CH2:34][CH3:35])[N:24]=3)[CH:18]3[O:37][CH:15]2[CH2:16][CH2:17]3)[CH:8]=1. (8) Reactant: [F:1][C:2]([F:42])([F:41])[C@H:3]([N:28]1[CH2:32][CH2:31][C@H:30]([NH:33][C:34](=[O:40])[O:35][C:36]([CH3:39])([CH3:38])[CH3:37])[CH2:29]1)[C:4]1[CH:5]=[N:6][C:7]([NH:10]/[N:11]=[CH:12]/[C:13]2[CH:22]=[CH:21][C:20]3[C:15](=[CH:16][C:17]([O:24][CH:25]([CH3:27])[CH3:26])=[C:18]([F:23])[CH:19]=3)[N:14]=2)=[CH:8][CH:9]=1.C(O)(=O)C.I(C1C=CC=CC=1)=O. Product: [F:42][C:2]([F:1])([F:41])[C@H:3]([N:28]1[CH2:32][CH2:31][C@H:30]([NH:33][C:34](=[O:40])[O:35][C:36]([CH3:37])([CH3:39])[CH3:38])[CH2:29]1)[C:4]1[CH:9]=[CH:8][C:7]2[N:6]([C:12]([C:13]3[CH:22]=[CH:21][C:20]4[C:15](=[CH:16][C:17]([O:24][CH:25]([CH3:27])[CH3:26])=[C:18]([F:23])[CH:19]=4)[N:14]=3)=[N:11][N:10]=2)[CH:5]=1. The catalyst class is: 2. (9) The catalyst class is: 1. Reactant: C(NC(C)C)(C)C.C([Li])CCC.[CH2:13]([Si:15](Cl)([CH2:18][CH3:19])[CH2:16][CH3:17])[CH3:14].[CH3:21][Si:22]([O:25][C:26](=[O:33])[CH2:27][O:28][Si:29]([CH3:32])([CH3:31])[CH3:30])([CH3:24])[CH3:23]. Product: [CH2:13]([Si:15]([CH2:18][CH3:19])([CH2:16][CH3:17])[O:33][CH:26]([O:25][Si:22]([CH3:24])([CH3:23])[CH3:21])[CH2:27][O:28][Si:29]([CH3:30])([CH3:32])[CH3:31])[CH3:14].